This data is from Full USPTO retrosynthesis dataset with 1.9M reactions from patents (1976-2016). The task is: Predict the reactants needed to synthesize the given product. (1) Given the product [CH2:20]([O:22][C:23](=[O:31])[CH2:24][N:25]1[C:29]([CH3:30])=[C:28]([CH2:32][N:17]2[CH2:16][CH2:15][N:14]([C:9]3[C:8]([C:5]4[CH:6]=[CH:7][C:2]([F:1])=[CH:3][CH:4]=4)=[N:13][CH:12]=[CH:11][N:10]=3)[CH2:19][CH2:18]2)[CH:27]=[N:26]1)[CH3:21], predict the reactants needed to synthesize it. The reactants are: [F:1][C:2]1[CH:7]=[CH:6][C:5]([C:8]2[C:9]([N:14]3[CH2:19][CH2:18][NH:17][CH2:16][CH2:15]3)=[N:10][CH:11]=[CH:12][N:13]=2)=[CH:4][CH:3]=1.[CH2:20]([O:22][C:23](=[O:31])[CH2:24][N:25]1[C:29]([CH3:30])=[CH:28][CH:27]=[N:26]1)[CH3:21].[C:32](O)(=O)C.C=O. (2) Given the product [Cl:11][C:12]1[C:13]([O:10][C:7]2[CH:8]=[CH:9][C:4]([N+:1]([O-:3])=[O:2])=[CH:5][CH:6]=2)=[CH:14][C:15]2[O:20][CH:19]([C:21]([F:23])([F:22])[F:24])[C:18]([C:25]([OH:27])=[O:26])=[CH:17][C:16]=2[CH:30]=1, predict the reactants needed to synthesize it. The reactants are: [N+:1]([C:4]1[CH:9]=[CH:8][C:7]([OH:10])=[CH:6][CH:5]=1)([O-:3])=[O:2].[Cl:11][C:12]1[C:13](F)=[CH:14][C:15]2[O:20][CH:19]([C:21]([F:24])([F:23])[F:22])[C:18]([C:25]([O:27]CC)=[O:26])=[CH:17][C:16]=2[CH:30]=1.